Task: Predict the product of the given reaction.. Dataset: Forward reaction prediction with 1.9M reactions from USPTO patents (1976-2016) (1) Given the reactants Cl.[NH2:2][CH:3]([C:10]1[CH:15]=[CH:14][CH:13]=[C:12]([N+:16]([O-:18])=[O:17])[CH:11]=1)[CH2:4][C:5]([O:7][CH2:8][CH3:9])=[O:6].[C:19]1([CH:25]([CH2:29][CH3:30])[C:26](Cl)=[O:27])[CH:24]=[CH:23][CH:22]=[CH:21][CH:20]=1, predict the reaction product. The product is: [N+:16]([C:12]1[CH:11]=[C:10]([CH:3]([NH:2][C:26](=[O:27])[CH:25]([C:19]2[CH:24]=[CH:23][CH:22]=[CH:21][CH:20]=2)[CH2:29][CH3:30])[CH2:4][C:5]([O:7][CH2:8][CH3:9])=[O:6])[CH:15]=[CH:14][CH:13]=1)([O-:18])=[O:17]. (2) Given the reactants [OH:1][C:2]1[CH:3]=[CH:4][C:5]([O:8][C:9]2[CH:14]=[CH:13][C:12]([CH2:15][CH2:16][CH:17]([NH:19][C:20](=[O:22])[CH3:21])[CH3:18])=[CH:11][CH:10]=2)=[N:6][CH:7]=1.I[CH:24]([CH3:26])[CH3:25].C(=O)([O-])[O-].[Cs+].[Cs+], predict the reaction product. The product is: [CH:24]([O:1][C:2]1[CH:3]=[CH:4][C:5]([O:8][C:9]2[CH:14]=[CH:13][C:12]([CH2:15][CH2:16][CH:17]([NH:19][C:20](=[O:22])[CH3:21])[CH3:18])=[CH:11][CH:10]=2)=[N:6][CH:7]=1)([CH3:26])[CH3:25]. (3) Given the reactants F[C:2]1[CH:3]=[C:4]2[C:8](=[CH:9][C:10]=1[F:11])[N:7](S(C1C=CC=CC=1)(=O)=O)[CH:6]=[C:5]2[C:21]1[CH:22]=[N:23][N:24]([CH2:26][CH:27]2CCNCC2)[CH:25]=1.IC1C[N:36]([C:38]([O:40][C:41]([CH3:44])([CH3:43])[CH3:42])=[O:39])[CH2:35]1.[H-].[Na+].[OH-].[Na+], predict the reaction product. The product is: [F:11][C:10]1[CH:9]=[C:8]2[C:4]([C:5]([C:21]3[CH:22]=[N:23][N:24]([CH:26]4[CH2:27][N:36]([C:38]([O:40][C:41]([CH3:44])([CH3:43])[CH3:42])=[O:39])[CH2:35]4)[CH:25]=3)=[CH:6][NH:7]2)=[CH:3][CH:2]=1.